From a dataset of Full USPTO retrosynthesis dataset with 1.9M reactions from patents (1976-2016). Predict the reactants needed to synthesize the given product. (1) Given the product [Cl:1][C:2]1[CH:3]=[C:4]2[C:9](=[CH:10][CH:11]=1)[C:8]([C:13]#[N:14])([CH3:12])[C:7](=[O:15])[C:6]([C:16]([NH:18][CH2:19][C:20]([OH:22])=[O:21])=[O:17])=[C:5]2[OH:27], predict the reactants needed to synthesize it. The reactants are: [Cl:1][C:2]1[CH:3]=[C:4]2[C:9](=[CH:10][CH:11]=1)[C:8]([C:13]#[N:14])([CH3:12])[C:7](=[O:15])[C:6]([C:16]([NH:18][CH2:19][C:20]([O:22]C(C)(C)C)=[O:21])=[O:17])=[C:5]2[OH:27]. (2) Given the product [NH2:1][C:2]1[C:7]2[C:8]([CH2:11][O:12][C:13]3[CH:18]=[CH:17][C:16]([Br:19])=[CH:15][CH:14]=3)=[CH:9][S:10][C:6]=2[C:5]([C:20]([NH2:25])=[O:22])=[CH:4][N:3]=1, predict the reactants needed to synthesize it. The reactants are: [NH2:1][C:2]1[C:7]2[C:8]([CH2:11][O:12][C:13]3[CH:18]=[CH:17][C:16]([Br:19])=[CH:15][CH:14]=3)=[CH:9][S:10][C:6]=2[C:5]([C:20]([OH:22])=O)=[CH:4][N:3]=1.C([N:25](CC)CC)C.N.